This data is from Catalyst prediction with 721,799 reactions and 888 catalyst types from USPTO. The task is: Predict which catalyst facilitates the given reaction. (1) Reactant: [Cl:1][C:2]1[C:6]([Cl:7])=[C:5]([CH3:8])[NH:4][C:3]=1[C:9]([NH:11][C@H:12]1[CH2:17][CH2:16][N:15]([C:18]2[S:19][C:20]([C:25]([O:27][CH2:28][CH3:29])=[O:26])=[C:21]([CH:23]=O)[N:22]=2)[CH2:14][C@H:13]1[O:30][CH3:31])=[O:10].C([O-])(=O)C.[Na+].Cl.[NH2:38][OH:39]. Product: [Cl:1][C:2]1[C:6]([Cl:7])=[C:5]([CH3:8])[NH:4][C:3]=1[C:9]([NH:11][C@H:12]1[CH2:17][CH2:16][N:15]([C:18]2[S:19][C:20]([C:25]([O:27][CH2:28][CH3:29])=[O:26])=[C:21](/[CH:23]=[N:38]/[OH:39])[N:22]=2)[CH2:14][C@H:13]1[O:30][CH3:31])=[O:10]. The catalyst class is: 8. (2) Reactant: [CH3:1][C:2]1[CH:7]=[CH:6][C:5](S(Cl)(=O)=O)=[CH:4][CH:3]=1.N1C=C[CH:15]=[CH:14][CH:13]=1.[Cl-].[Na+].[OH2:20]. Product: [CH2:1]=[C:2]1[CH2:7][C@H:6]2[CH2:5][C@H:4]([CH2:13][C:14](=[O:20])[CH2:15]2)[CH2:3]1. The catalyst class is: 6. (3) Reactant: C([O:5][C:6]([NH:8][C@H:9]([CH2:14][C:15]1[CH:20]=[CH:19][C:18]([OH:21])=[CH:17][CH:16]=1)[C:10]([O:12]C)=O)=[O:7])(C)(C)C.Br[CH2:23][CH2:24][CH2:25][O:26][Si:27]([C:30]([CH3:33])([CH3:32])[CH3:31])([CH3:29])[CH3:28]. Product: [Si:27]([O:12][CH2:10][C@H:9]1[C@H:14]([C:15]2[CH:16]=[CH:17][C:18]([O:21][CH2:23][CH2:24][CH2:25][O:26][Si:27]([C:30]([CH3:33])([CH3:32])[CH3:31])([CH3:29])[CH3:28])=[CH:19][CH:20]=2)[O:7][C:6](=[O:5])[NH:8]1)([C:30]([CH3:33])([CH3:32])[CH3:31])([CH3:29])[CH3:28]. The catalyst class is: 243. (4) Reactant: [OH:1][C:2]1[CH:7]=[CH:6][C:5]([NH:8][C:9](=[O:11])[CH3:10])=[CH:4][CH:3]=1.[Br:12][CH2:13][CH2:14][CH:15](Br)[CH3:16].C(=O)([O-])[O-].[K+].[K+]. Product: [Br:12][CH2:13][CH2:14][CH2:15][CH2:16][O:1][C:2]1[CH:3]=[CH:4][C:5]([NH:8][C:9](=[O:11])[CH3:10])=[CH:6][CH:7]=1. The catalyst class is: 10. (5) Reactant: I[C:2]1[C:10]2[C:5](=[CH:6][CH:7]=[CH:8][CH:9]=2)[N:4]([S:11]([C:14]2[CH:19]=[CH:18][CH:17]=[CH:16][CH:15]=2)(=[O:13])=[O:12])[C:3]=1[CH3:20].C([Mg]Cl)(C)C.[Li+].[Cl-].[Cl:28][C:29]1[N:34]=[CH:33][C:32]([Cl:35])=[CH:31][N:30]=1.O.C(C1C(=O)C(Cl)=C(Cl)C(=O)C=1C#N)#N. Product: [Cl:28][C:29]1[N:34]=[C:33]([C:2]2[C:10]3[C:5](=[CH:6][CH:7]=[CH:8][CH:9]=3)[N:4]([S:11]([C:14]3[CH:19]=[CH:18][CH:17]=[CH:16][CH:15]=3)(=[O:13])=[O:12])[C:3]=2[CH3:20])[C:32]([Cl:35])=[CH:31][N:30]=1. The catalyst class is: 1. (6) Reactant: [Cl:1][C:2]1[CH:3]=[C:4]([C:12]2[S:16][C:15]([C:17]3[CH:22]=[CH:21][N:20]=[C:19]4[N:23]([CH2:26][CH2:27][CH2:28][C:29]([O:31]CC)=[O:30])[CH:24]=[CH:25][C:18]=34)=[N:14][N:13]=2)[CH:5]=[CH:6][C:7]=1[O:8][CH:9]([CH3:11])[CH3:10].[OH-].[Li+].CC(O)=O. Product: [Cl:1][C:2]1[CH:3]=[C:4]([C:12]2[S:16][C:15]([C:17]3[CH:22]=[CH:21][N:20]=[C:19]4[N:23]([CH2:26][CH2:27][CH2:28][C:29]([OH:31])=[O:30])[CH:24]=[CH:25][C:18]=34)=[N:14][N:13]=2)[CH:5]=[CH:6][C:7]=1[O:8][CH:9]([CH3:11])[CH3:10]. The catalyst class is: 252.